This data is from Forward reaction prediction with 1.9M reactions from USPTO patents (1976-2016). The task is: Predict the product of the given reaction. Given the reactants [NH2:1][C:2]1[C:7]([NH2:8])=[CH:6][CH:5]=[CH:4][C:3]=1[CH3:9].CN([CH:13]=[O:14])C, predict the reaction product. The product is: [OH:14][C:13]1[NH:1][C:2]2[C:3]([CH3:9])=[CH:4][CH:5]=[CH:6][C:7]=2[N:8]=1.